From a dataset of Catalyst prediction with 721,799 reactions and 888 catalyst types from USPTO. Predict which catalyst facilitates the given reaction. (1) Product: [CH2:17]([O:19][C:20]([C:22]1([CH3:28])[CH2:27][CH2:26][N:25]([C:11]2[N:10]=[N:9][C:8]([CH2:1][C:2]3[CH:7]=[CH:6][CH:5]=[CH:4][CH:3]=3)=[C:13]([CH3:14])[C:12]=2[CH3:15])[CH2:24][CH2:23]1)=[O:21])[CH3:18]. Reactant: [CH2:1]([C:8]1[N:9]=[N:10][C:11](Cl)=[C:12]([CH3:15])[C:13]=1[CH3:14])[C:2]1[CH:7]=[CH:6][CH:5]=[CH:4][CH:3]=1.[CH2:17]([O:19][C:20]([C:22]1([CH3:28])[CH2:27][CH2:26][NH:25][CH2:24][CH2:23]1)=[O:21])[CH3:18].CCN(C(C)C)C(C)C. The catalyst class is: 37. (2) Product: [NH:1]1[CH:5]=[CH:4][N:3]=[C:2]1[CH2:6][N:7]([CH2:14][C:15]1[CH:23]=[CH:22][C:18]([C:19]([NH:59][C:56]2[CH:55]=[CH:54][C:53]([N:52]([CH2:67][CH2:68][CH3:69])[CH2:49][CH2:50][CH3:51])=[CH:58][CH:57]=2)=[O:21])=[CH:17][CH:16]=1)[CH2:8][C:9]1[NH:10][CH:11]=[CH:12][N:13]=1. Reactant: [NH:1]1[CH:5]=[CH:4][N:3]=[C:2]1[CH2:6][N:7]([CH2:14][C:15]1[CH:23]=[CH:22][C:18]([C:19]([OH:21])=O)=[CH:17][CH:16]=1)[CH2:8][C:9]1[NH:10][CH:11]=[CH:12][N:13]=1.C1CCC(N=C=NC2CCCCC2)CC1.C1C=CC2N(O)N=NC=2C=1.[CH2:49]([N:52]([CH2:67][CH2:68][CH3:69])[C:53]1[CH:58]=[CH:57][C:56]([NH:59]C(OC(C)(C)C)=O)=[CH:55][CH:54]=1)[CH2:50][CH3:51]. The catalyst class is: 3. (3) The catalyst class is: 11. Reactant: Br[C:2]1[CH:6]=[CH:5][S:4][CH:3]=1.ClC1C=CSC=1.[CH3:13][NH:14][C:15]1[CH:20]=[CH:19][CH:18]=[CH:17][CH:16]=1.CC([O-])(C)C.[Na+]. Product: [CH3:13][N:14]([C:3]1[S:4][CH:5]=[CH:6][CH:2]=1)[C:15]1[CH:20]=[CH:19][CH:18]=[CH:17][CH:16]=1. (4) Reactant: [I-].C[S+](C)(C)=O.[H-].[Na+].[CH3:9]S(C)=O.[CH2:13]([N:20]1[CH2:25][CH2:24][O:23][CH:22]([C:26]([C:28]2[CH:33]=[CH:32][CH:31]=[CH:30][CH:29]=2)=[O:27])[CH2:21]1)[C:14]1[CH:19]=[CH:18][CH:17]=[CH:16][CH:15]=1. Product: [CH2:13]([N:20]1[CH2:25][CH2:24][O:23][CH:22]([C:26]2([C:28]3[CH:33]=[CH:32][CH:31]=[CH:30][CH:29]=3)[CH2:9][O:27]2)[CH2:21]1)[C:14]1[CH:15]=[CH:16][CH:17]=[CH:18][CH:19]=1. The catalyst class is: 35. (5) Reactant: [BH4-].[Na+].C[O:4][C:5](=O)[CH:6]([N:18]1[CH2:23][CH2:22][N:21]([C:24]2[CH:29]=[CH:28][CH:27]=[C:26]([C:30]([F:33])([F:32])[F:31])[CH:25]=2)[CH:20]([CH3:34])[C:19]1=[O:35])[CH2:7][CH2:8][N:9]1[CH2:16][CH2:15][C:12]2([CH2:14][CH2:13]2)[C@H:11]([OH:17])[CH2:10]1. Product: [OH:17][C@@H:11]1[CH2:10][N:9]([CH2:8][CH2:7][CH:6]([N:18]2[CH2:23][CH2:22][N:21]([C:24]3[CH:29]=[CH:28][CH:27]=[C:26]([C:30]([F:32])([F:33])[F:31])[CH:25]=3)[CH:20]([CH3:34])[C:19]2=[O:35])[CH2:5][OH:4])[CH2:16][CH2:15][C:12]21[CH2:13][CH2:14]2. The catalyst class is: 14.